This data is from Full USPTO retrosynthesis dataset with 1.9M reactions from patents (1976-2016). The task is: Predict the reactants needed to synthesize the given product. (1) Given the product [CH3:11][CH:12]1[CH2:15][N:14]([C:22]2[CH:23]=[CH:24][C:19]([N+:16]([O-:18])=[O:17])=[N:20][CH:21]=2)[CH2:13]1, predict the reactants needed to synthesize it. The reactants are: C1(S([O-])(=O)=O)C=CC=CC=1.[CH3:11][CH:12]1[CH2:15][NH2+:14][CH2:13]1.[N+:16]([C:19]1[CH:24]=[CH:23][C:22](Br)=[CH:21][N:20]=1)([O-:18])=[O:17].C(=O)([O-])[O-].[Cs+].[Cs+].CC1(C)C2C(=C(P(C3C=CC=CC=3)C3C=CC=CC=3)C=CC=2)OC2C(P(C3C=CC=CC=3)C3C=CC=CC=3)=CC=CC1=2. (2) The reactants are: O=[C:2]1[CH2:6][CH2:5][CH2:4][CH:3]1[C:7]([O:9][CH3:10])=[O:8].[CH2:11]1[CH2:16][CH2:15][C:14]([CH2:21][NH2:22])([CH2:17][C:18]([OH:20])=[O:19])[CH2:13][CH2:12]1.[NH:23]1[CH2:28][CH2:27][CH2:26][CH2:25][CH2:24]1. Given the product [C:7]([C:3]1[CH2:4][CH2:5][CH2:6][C:2]=1[NH:22][CH2:21][C:14]1([CH2:17][C:18]([O-:20])=[O:19])[CH2:15][CH2:16][CH2:11][CH2:12][CH2:13]1)([O:9][CH3:10])=[O:8].[NH2+:23]1[CH2:28][CH2:27][CH2:26][CH2:25][CH2:24]1, predict the reactants needed to synthesize it.